This data is from Reaction yield outcomes from USPTO patents with 853,638 reactions. The task is: Predict the reaction yield, written as a fraction of the theoretical maximum amount of product (1.0 means a 100% yield; for example, 0.34 means a 34% yield). (1) The reactants are CC1CC=CCC=1.[CH2:8]([O:10][CH:11]([O:24][CH2:25][CH3:26])[C:12]1[CH:17]=[CH:16][C:15](/[CH:18]=[CH:19]/[C:20]([O:22][CH3:23])=[O:21])=[CH:14][CH:13]=1)[CH3:9]. The catalyst is [Pd].C(O)C. The product is [CH2:25]([O:24][CH:11]([O:10][CH2:8][CH3:9])[C:12]1[CH:17]=[CH:16][C:15]([CH2:18][CH2:19][C:20]([O:22][CH3:23])=[O:21])=[CH:14][CH:13]=1)[CH3:26]. The yield is 0.890. (2) The reactants are [Br:1][C:2]1[CH:3]=[C:4](F)[C:5]([N+:9]([O-:11])=[O:10])=[C:6]([F:8])[CH:7]=1.[OH-:13].[K+].[CH3:15]O. No catalyst specified. The product is [Br:1][C:2]1[CH:3]=[C:4]([O:13][CH3:15])[C:5]([N+:9]([O-:11])=[O:10])=[C:6]([F:8])[CH:7]=1. The yield is 0.830.